The task is: Predict the product of the given reaction.. This data is from Forward reaction prediction with 1.9M reactions from USPTO patents (1976-2016). (1) Given the reactants [F:1][CH:2]([F:19])[O:3][C:4]1[CH:9]=[CH:8][C:7](B2OC(C)(C)C(C)(C)O2)=[CH:6][CH:5]=1.[Cl:20][C:21]1[CH:26]=[C:25](I)[C:24]([F:28])=[CH:23][N:22]=1.C(=O)([O-])[O-].[K+].[K+], predict the reaction product. The product is: [Cl:20][C:21]1[CH:26]=[C:25]([C:7]2[CH:6]=[CH:5][C:4]([O:3][CH:2]([F:1])[F:19])=[CH:9][CH:8]=2)[C:24]([F:28])=[CH:23][N:22]=1. (2) Given the reactants C[Al](C)C.CCCCCC.[CH3:11][C:12]1[CH:13]=[CH:14][C:15]([NH2:18])=[N:16][CH:17]=1.[CH:19]([O:22][CH2:23][C@H:24]([O:29][C:30]1[N:35]=[CH:34][N:33]=[C:32]2[N:36]([C:39]3[C:44]([CH3:45])=[CH:43][CH:42]=[CH:41][N:40]=3)[N:37]=[CH:38][C:31]=12)[C:25](OC)=[O:26])([CH3:21])[CH3:20], predict the reaction product. The product is: [CH:19]([O:22][CH2:23][C@H:24]([O:29][C:30]1[N:35]=[CH:34][N:33]=[C:32]2[N:36]([C:39]3[C:44]([CH3:45])=[CH:43][CH:42]=[CH:41][N:40]=3)[N:37]=[CH:38][C:31]=12)[C:25]([NH:18][C:15]1[CH:14]=[CH:13][C:12]([CH3:11])=[CH:17][N:16]=1)=[O:26])([CH3:21])[CH3:20]. (3) Given the reactants [NH2:1][N:2]1[C:7](=[O:8])[C:6]2[CH:9]=[C:10]([F:17])[C:11](S(=S)(O)=O)=[N:12][C:5]=2[N:4]([CH:18]2[CH2:20][CH2:19]2)[C:3]1=[O:21].[C:22]([O:26][C:27](=[O:36])[NH:28][C@@H:29]([C@H:31]1[CH2:35][CH2:34][NH:33][CH2:32]1)[CH3:30])([CH3:25])([CH3:24])[CH3:23].C(N(CC)CC)C, predict the reaction product. The product is: [C:22]([O:26][C:27](=[O:36])[NH:28][C@H:29]([C@@H:31]1[CH2:35][CH2:34][N:33]([C:11]2[C:10]([F:17])=[CH:9][C:6]3[C:7](=[O:8])[N:2]([NH2:1])[C:3](=[O:21])[N:4]([CH:18]4[CH2:20][CH2:19]4)[C:5]=3[N:12]=2)[CH2:32]1)[CH3:30])([CH3:23])([CH3:24])[CH3:25]. (4) The product is: [NH2:22][C:23]1[N:24]=[CH:25][C:26]([C:16]2[CH:17]=[CH:18][C:12]3[O:11][CH2:10][CH2:9][N:8]([C:6]([O:5][C:1]([CH3:4])([CH3:3])[CH3:2])=[O:7])[CH2:14][C:13]=3[CH:15]=2)=[CH:27][CH:28]=1. Given the reactants [C:1]([O:5][C:6]([N:8]1[CH2:14][C:13]2[CH:15]=[C:16](B(O)O)[CH:17]=[CH:18][C:12]=2[O:11][CH2:10][CH2:9]1)=[O:7])([CH3:4])([CH3:3])[CH3:2].[NH2:22][C:23]1[CH:28]=[CH:27][C:26](Br)=[CH:25][N:24]=1.C(=O)([O-])[O-].[K+].[K+], predict the reaction product. (5) Given the reactants [CH:1]([C:3]1[CH:8]=[C:7]([CH3:9])[C:6]([NH:10][C:11]([CH2:13][O:14][C:15](=[O:17])[CH3:16])=[O:12])=[C:5]([CH3:18])[CH:4]=1)=O.[NH2:19][C:20]1[CH:28]=[C:27]([O:29][CH3:30])[CH:26]=[C:25]([O:31][CH3:32])[C:21]=1[C:22]([NH2:24])=[O:23].O.C1(C)C=CC(S(O)(=O)=O)=CC=1.S([O-])(O)=O.[Na+], predict the reaction product. The product is: [CH3:32][O:31][C:25]1[CH:26]=[C:27]([O:29][CH3:30])[CH:28]=[C:20]2[C:21]=1[C:22](=[O:23])[NH:24][C:1]([C:3]1[CH:8]=[C:7]([CH3:9])[C:6]([NH:10][C:11]([CH2:13][O:14][C:15](=[O:17])[CH3:16])=[O:12])=[C:5]([CH3:18])[CH:4]=1)=[N:19]2. (6) Given the reactants Cl[C:2]1[N:3]=[N:4][C:5](Cl)=[CH:6][C:7]=1[N:8]([CH2:10][CH2:11][OH:12])[CH3:9], predict the reaction product. The product is: [CH3:9][N:8]([CH2:10][CH2:11][OH:12])[C:7]1[CH:6]=[CH:5][N:4]=[N:3][CH:2]=1. (7) Given the reactants Cl[C:2]1[N:7]=[C:6]([C:8]([F:11])([F:10])[F:9])[CH:5]=[CH:4][N:3]=1.[NH2:12][C:13]1[CH:14]=[C:15]([C:25]([N:27]2[CH2:32][CH2:31][O:30][CH2:29][CH2:28]2)=[O:26])[CH:16]=[C:17]([C:19]2[CH:24]=[CH:23][CH:22]=[CH:21][CH:20]=2)[CH:18]=1.CC(C)([O-])C.[Na+].C1C=CC(P(C2C(C3C(P(C4C=CC=CC=4)C4C=CC=CC=4)=CC=C4C=3C=CC=C4)=C3C(C=CC=C3)=CC=2)C2C=CC=CC=2)=CC=1, predict the reaction product. The product is: [N:27]1([C:25]([C:15]2[CH:16]=[C:17]([C:19]3[CH:20]=[CH:21][CH:22]=[CH:23][CH:24]=3)[CH:18]=[C:13]([NH:12][C:2]3[N:7]=[C:6]([C:8]([F:11])([F:10])[F:9])[CH:5]=[CH:4][N:3]=3)[CH:14]=2)=[O:26])[CH2:28][CH2:29][O:30][CH2:31][CH2:32]1. (8) Given the reactants [Cl:1][C:2]1[C:7]2[N:8]([CH3:12])[C:9](=[O:11])[O:10][C:6]=2[CH:5]=[C:4]([Sn](C)(C)C)[CH:3]=1.[C:17]([C@H:20]1[CH2:22][C@@H:21]1[C:23]([O:25][CH3:26])=[O:24])(Cl)=[O:18], predict the reaction product. The product is: [Cl:1][C:2]1[C:7]2[N:8]([CH3:12])[C:9](=[O:11])[O:10][C:6]=2[CH:5]=[C:4]([C:17]([C@H:20]2[CH2:22][C@@H:21]2[C:23]([O:25][CH3:26])=[O:24])=[O:18])[CH:3]=1. (9) Given the reactants [Cl:1][C:2]1[CH:7]=[C:6]([CH:8](O)[CH3:9])[CH:5]=[CH:4][N:3]=1.CCN(S(F)(F)[F:17])CC, predict the reaction product. The product is: [Cl:1][C:2]1[CH:7]=[C:6]([CH:8]([F:17])[CH3:9])[CH:5]=[CH:4][N:3]=1.